The task is: Predict the reaction yield, written as a fraction of the theoretical maximum amount of product (1.0 means a 100% yield; for example, 0.34 means a 34% yield).. This data is from Reaction yield outcomes from USPTO patents with 853,638 reactions. The product is [Br:13][C:14]1[CH:21]=[CH:20][CH:19]=[CH:18][C:15]=1[CH:16]([C:2]1[CH:10]=[CH:9][CH:8]=[C:4]([N:5]([CH3:7])[CH3:6])[CH:3]=1)[OH:17]. The catalyst is C1COCC1. The yield is 0.960. The reactants are Br[C:2]1[CH:3]=[C:4]([CH:8]=[CH:9][CH:10]=1)[N:5]([CH3:7])[CH3:6].II.[Br:13][C:14]1[CH:21]=[CH:20][CH:19]=[CH:18][C:15]=1[CH:16]=[O:17].